Dataset: Catalyst prediction with 721,799 reactions and 888 catalyst types from USPTO. Task: Predict which catalyst facilitates the given reaction. (1) Reactant: [Cl:1][C:2]1[CH:3]=[C:4]2[C:9](=[CH:10][C:11]=1[C:12]([N:14]1[CH2:18][CH2:17][CH2:16][CH2:15]1)=[O:13])[N:8]=[CH:7][N:6]=[C:5]2[NH:19][CH:20]([C:26]1[N:30](C(OC(C)(C)C)=O)[C:29]2[CH:38]=[CH:39][C:40]([Cl:42])=[CH:41][C:28]=2[N:27]=1)[CH2:21][CH2:22][C:23](O)=[O:24].[NH:43]1[CH2:48][CH2:47][CH2:46][CH2:45][CH2:44]1.CN(C(ON1N=NC2C=CC=CC1=2)=[N+](C)C)C.[B-](F)(F)(F)F.FC(F)(F)C(O)=O. Product: [Cl:1][C:2]1[CH:3]=[C:4]2[C:9](=[CH:10][C:11]=1[C:12]([N:14]1[CH2:15][CH2:16][CH2:17][CH2:18]1)=[O:13])[N:8]=[CH:7][N:6]=[C:5]2[NH:19][CH:20]([C:26]1[NH:30][C:29]2[CH:38]=[CH:39][C:40]([Cl:42])=[CH:41][C:28]=2[N:27]=1)[CH2:21][CH2:22][C:23]([N:43]1[CH2:48][CH2:47][CH2:46][CH2:45][CH2:44]1)=[O:24]. The catalyst class is: 783. (2) The catalyst class is: 199. Reactant: C([O:4][CH2:5][C:6]1[N:7]=[C:8]([C:12]2[CH:17]=[CH:16][CH:15]=[C:14]([C:18]([F:21])([F:20])[F:19])[CH:13]=2)[S:9][C:10]=1[Br:11])(=O)C.[OH-].[Na+].Cl. Product: [Br:11][C:10]1[S:9][C:8]([C:12]2[CH:17]=[CH:16][CH:15]=[C:14]([C:18]([F:20])([F:19])[F:21])[CH:13]=2)=[N:7][C:6]=1[CH2:5][OH:4]. (3) Reactant: Cl.[CH:2]1([N:7]2[CH:15]=[C:10]3[CH2:11][NH:12][CH2:13][CH2:14][C:9]3=[N:8]2)[CH2:6][CH2:5][CH2:4][CH2:3]1.Cl[CH2:17][C:18]([N:20]1[CH2:25][CH2:24][N:23]([CH:26]2[CH2:29][CH2:28][CH2:27]2)[CH2:22][CH2:21]1)=[O:19].C([O-])([O-])=O.[K+].[K+]. Product: [CH:26]1([N:23]2[CH2:24][CH2:25][N:20]([C:18](=[O:19])[CH2:17][N:12]3[CH2:13][CH2:14][C:9]4=[N:8][N:7]([CH:2]5[CH2:6][CH2:5][CH2:4][CH2:3]5)[CH:15]=[C:10]4[CH2:11]3)[CH2:21][CH2:22]2)[CH2:29][CH2:28][CH2:27]1. The catalyst class is: 23. (4) Reactant: [Br:1][C:2]1[C:10]2[C:5](=[N:6][CH:7]=[CH:8][C:9]=2Cl)[N:4]([CH2:12][C:13]2[CH:18]=[CH:17][C:16]([O:19][CH3:20])=[CH:15][CH:14]=2)[N:3]=1.[OH:21][C:22]1[CH:40]=[CH:39][C:25]([C:26]([NH:28][C:29]2[CH:34]=[C:33]([C:35]([F:38])([F:37])[F:36])[CH:32]=[CH:31][N:30]=2)=[O:27])=[CH:24][CH:23]=1.C([O-])([O-])=O.[K+].[K+]. Product: [Br:1][C:2]1[C:10]2[C:5](=[N:6][CH:7]=[CH:8][C:9]=2[O:21][C:22]2[CH:23]=[CH:24][C:25]([C:26]([NH:28][C:29]3[CH:34]=[C:33]([C:35]([F:38])([F:36])[F:37])[CH:32]=[CH:31][N:30]=3)=[O:27])=[CH:39][CH:40]=2)[N:4]([CH2:12][C:13]2[CH:18]=[CH:17][C:16]([O:19][CH3:20])=[CH:15][CH:14]=2)[N:3]=1. The catalyst class is: 18. (5) Reactant: [F:1][C:2]1[CH:11]=[CH:10][C:9](/[CH:12]=[C:13](/[N+:15]([O-])=O)\[CH3:14])=[CH:8][C:3]=1[C:4](OC)=[O:5].[H-].[H-].[H-].[H-].[Li+].[Al+3]. Product: [NH2:15][CH:13]([CH3:14])[CH2:12][C:9]1[CH:10]=[CH:11][C:2]([F:1])=[C:3]([CH2:4][OH:5])[CH:8]=1. The catalyst class is: 1. (6) Reactant: Cl.[NH:2]1[CH2:7][CH2:6][CH:5]([CH2:8][O:9][C:10]2[CH:15]=[CH:14][C:13]([C:16]3[CH:21]=[CH:20][C:19]([C:22](=[O:24])[CH3:23])=[CH:18][CH:17]=3)=[CH:12][CH:11]=2)[CH2:4][CH2:3]1.[F:25][C:26]([F:35])([F:34])[C:27]1([C:31](O)=[O:32])[CH2:30][CH2:29][CH2:28]1.C(Cl)CCl.C1C=CC2N(O)N=NC=2C=1.CCN(C(C)C)C(C)C. Product: [F:25][C:26]([F:35])([F:34])[C:27]1([C:31]([N:2]2[CH2:7][CH2:6][CH:5]([CH2:8][O:9][C:10]3[CH:15]=[CH:14][C:13]([C:16]4[CH:17]=[CH:18][C:19]([C:22](=[O:24])[CH3:23])=[CH:20][CH:21]=4)=[CH:12][CH:11]=3)[CH2:4][CH2:3]2)=[O:32])[CH2:30][CH2:29][CH2:28]1. The catalyst class is: 18. (7) Reactant: [C:1]([C:4]1[CH:5]=[C:6]([C:11]2[C:12]([C@@H:28]([NH:38]C(=O)OC(C)(C)C)[CH2:29][C:30]3[CH:35]=[C:34]([F:36])[CH:33]=[C:32]([F:37])[CH:31]=3)=[N:13][CH:14]=[C:15]([N:17]3[C:25](=[O:26])[C:24]4[C:19](=[CH:20][CH:21]=[CH:22][CH:23]=4)[C:18]3=[O:27])[CH:16]=2)[CH:7]=[CH:8][C:9]=1[F:10])(=[O:3])[NH2:2].[ClH:46].O1CCOCC1. Product: [ClH:46].[NH2:38][C@H:28]([C:12]1[C:11]([C:6]2[CH:7]=[CH:8][C:9]([F:10])=[C:4]([CH:5]=2)[C:1]([NH2:2])=[O:3])=[CH:16][C:15]([N:17]2[C:18](=[O:27])[C:19]3[C:24](=[CH:23][CH:22]=[CH:21][CH:20]=3)[C:25]2=[O:26])=[CH:14][N:13]=1)[CH2:29][C:30]1[CH:35]=[C:34]([F:36])[CH:33]=[C:32]([F:37])[CH:31]=1. The catalyst class is: 5. (8) Reactant: [CH3:1][O:2][C:3]1[CH:8]=[CH:7][C:6]([N:9]2[C:13]([C:14]3[CH:19]=[CH:18][C:17]([CH3:20])=[CH:16][CH:15]=3)=[CH:12][C:11]([CH2:21][CH:22]([C:26]3[C:34]4[C:29](=[CH:30][CH:31]=[CH:32][CH:33]=4)[N:28](COCC[Si](C)(C)C)[CH:27]=3)[C:23]([OH:25])=[O:24])=[N:10]2)=[CH:5][CH:4]=1.CCCC[N+](CCCC)(CCCC)CCCC.[F-]. Product: [NH:28]1[C:29]2[C:34](=[CH:33][CH:32]=[CH:31][CH:30]=2)[C:26]([CH:22]([CH2:21][C:11]2[CH:12]=[C:13]([C:14]3[CH:19]=[CH:18][C:17]([CH3:20])=[CH:16][CH:15]=3)[N:9]([C:6]3[CH:5]=[CH:4][C:3]([O:2][CH3:1])=[CH:8][CH:7]=3)[N:10]=2)[C:23]([OH:25])=[O:24])=[CH:27]1. The catalyst class is: 49. (9) Reactant: Cl[C:2]1[N:7]=[CH:6][N:5]=[C:4]([N:8]([CH3:16])[CH2:9][CH2:10][CH2:11][C:12]([O:14][CH3:15])=[O:13])[C:3]=1[CH:17]=[O:18].[CH3:19][C:20]1[CH:21]=[C:22]([CH:24]=[CH:25][C:26]=1[O:27][C:28]1[CH:29]=[N:30][C:31]([CH3:34])=[CH:32][CH:33]=1)[NH2:23].C(=O)([O-])[O-].[K+].[K+]. Product: [CH:17]([C:3]1[C:4]([N:8]([CH3:16])[CH2:9][CH2:10][CH2:11][C:12]([O:14][CH3:15])=[O:13])=[N:5][CH:6]=[N:7][C:2]=1[NH:23][C:22]1[CH:24]=[CH:25][C:26]([O:27][C:28]2[CH:29]=[N:30][C:31]([CH3:34])=[CH:32][CH:33]=2)=[C:20]([CH3:19])[CH:21]=1)=[O:18]. The catalyst class is: 9. (10) Reactant: [Cl:1][C:2]1[CH:7]=[CH:6][C:5]([C:8]2[N:12]([C:13]3[CH:18]=[CH:17][CH:16]=[CH:15][C:14]=3[O:19][CH3:20])[NH:11][C:10](=[O:21])[CH:9]=2)=[CH:4][CH:3]=1.CS(O[CH:27]1[CH2:30][N:29]([C:31]([O:33][C:34]([CH3:37])([CH3:36])[CH3:35])=[O:32])[CH2:28]1)(=O)=O.C(=O)([O-])[O-].[Cs+].[Cs+]. Product: [C:34]([O:33][C:31]([N:29]1[CH2:30][CH:27]([O:21][C:10]2[CH:9]=[C:8]([C:5]3[CH:4]=[CH:3][C:2]([Cl:1])=[CH:7][CH:6]=3)[N:12]([C:13]3[CH:18]=[CH:17][CH:16]=[CH:15][C:14]=3[O:19][CH3:20])[N:11]=2)[CH2:28]1)=[O:32])([CH3:37])([CH3:35])[CH3:36]. The catalyst class is: 3.